Dataset: Reaction yield outcomes from USPTO patents with 853,638 reactions. Task: Predict the reaction yield, written as a fraction of the theoretical maximum amount of product (1.0 means a 100% yield; for example, 0.34 means a 34% yield). (1) The reactants are [NH2:1][C:2]1[CH:7]=[CH:6][C:5](I)=[CH:4][N:3]=1.[CH2:9]([S-:11])[CH3:10].[Na+].C(O)CO. The catalyst is [Cu]. The product is [CH2:9]([S:11][C:5]1[CH:6]=[CH:7][C:2]([NH2:1])=[N:3][CH:4]=1)[CH3:10]. The yield is 0.760. (2) The reactants are [CH3:1][O:2][C:3](=[O:20])[C:4]1[CH:9]=[CH:8][C:7]([CH:10]([C:17]([OH:19])=O)[CH2:11][CH:12]2[CH2:16][CH2:15][CH2:14][CH2:13]2)=[CH:6][CH:5]=1.C(Cl)(=O)C(Cl)=O.[NH2:27][C:28]1[S:29][CH:30]=[CH:31][N:32]=1.C(N(CC)C(C)C)(C)C. The catalyst is C(Cl)Cl.CN(C)C=O.O1CCCC1. The product is [CH3:1][O:2][C:3](=[O:20])[C:4]1[CH:5]=[CH:6][C:7]([CH:10]([C:17](=[O:19])[NH:27][C:28]2[S:29][CH:30]=[CH:31][N:32]=2)[CH2:11][CH:12]2[CH2:13][CH2:14][CH2:15][CH2:16]2)=[CH:8][CH:9]=1. The yield is 0.576. (3) The reactants are [NH2:1][C:2]1[CH:10]=[C:9]2[C:5]([CH2:6][CH2:7][N:8]2[C:11](=[O:13])[CH3:12])=[CH:4][CH:3]=1.[C:14]([O:18][C:19](=[O:25])[NH:20][CH2:21][CH2:22][CH2:23]Br)([CH3:17])([CH3:16])[CH3:15].C([O-])([O-])=O.[K+].[K+]. The catalyst is C(#N)C. The product is [C:14]([O:18][C:19](=[O:25])[NH:20][CH2:21][CH2:22][CH2:23][NH:1][C:2]1[CH:10]=[C:9]2[C:5]([CH2:6][CH2:7][N:8]2[C:11](=[O:13])[CH3:12])=[CH:4][CH:3]=1)([CH3:17])([CH3:16])[CH3:15]. The yield is 0.200. (4) The reactants are [N:1]([CH2:4][C@H:5]([OH:17])[C@H:6]([O:9][CH2:10][C:11]1[CH:16]=[CH:15][CH:14]=[CH:13][CH:12]=1)[CH:7]=[CH2:8])=[N+:2]=[N-:3].[CH2:18](Br)[C:19]1[CH:24]=[CH:23][CH:22]=[CH:21][CH:20]=1.[H-].[Na+]. The catalyst is C1COCC1.[I-].C([N+](CCCC)(CCCC)CCCC)CCC. The product is [N:1]([CH2:4][C@H:5]([O:17][CH2:18][C:19]1[CH:24]=[CH:23][CH:22]=[CH:21][CH:20]=1)[C@H:6]([O:9][CH2:10][C:11]1[CH:12]=[CH:13][CH:14]=[CH:15][CH:16]=1)[CH:7]=[CH2:8])=[N+:2]=[N-:3]. The yield is 0.650. (5) The reactants are [CH3:1][CH:2]([CH3:14])[CH:3](O)[CH2:4][CH2:5][NH:6][C:7]1[CH:12]=[CH:11][CH:10]=[CH:9][CH:8]=1.[OH-].[Na+]. The catalyst is OS(O)(=O)=O. The product is [CH3:1][C:2]1([CH3:14])[CH2:3][CH2:4][CH2:5][NH:6][C:7]2[CH:12]=[CH:11][CH:10]=[CH:9][C:8]1=2. The yield is 0.0800. (6) The reactants are [C:1]([C:3]1[CH:4]=[C:5]([NH:14][CH2:15][C:16]2[C:21]([CH3:22])=[CH:20][CH:19]=[CH:18][C:17]=2[CH3:23])[C:6]2[N:10]=[C:9]([CH3:11])[N:8]([CH3:12])[C:7]=2[CH:13]=1)#N.P12(SP3(SP(SP(S3)(S1)=S)(=S)S2)=S)=S.[CH3:38][NH:39][CH2:40][CH2:41][NH2:42]. No catalyst specified. The product is [CH3:38][N:39]1[CH2:40][CH2:41][N:42]=[C:1]1[C:3]1[CH:4]=[C:5]([NH:14][CH2:15][C:16]2[C:21]([CH3:22])=[CH:20][CH:19]=[CH:18][C:17]=2[CH3:23])[C:6]2[N:10]=[C:9]([CH3:11])[N:8]([CH3:12])[C:7]=2[CH:13]=1. The yield is 0.370. (7) The reactants are [CH3:1][C:2]1[S:3][CH:4]=[C:5]([CH3:7])[N:6]=1.C([Li])CCC.CON(C)[C:16](=[O:18])[CH3:17]. The catalyst is O1CCCC1. The product is [CH3:7][C:5]1[N:6]=[C:2]([CH2:1][C:16](=[O:18])[CH3:17])[S:3][CH:4]=1. The yield is 0.230.